From a dataset of Peptide-MHC class II binding affinity with 134,281 pairs from IEDB. Regression. Given a peptide amino acid sequence and an MHC pseudo amino acid sequence, predict their binding affinity value. This is MHC class II binding data. (1) The peptide sequence is AEHQAIVRDVLAAGD. The MHC is HLA-DQA10101-DQB10501 with pseudo-sequence HLA-DQA10101-DQB10501. The binding affinity (normalized) is 0.159. (2) The peptide sequence is EKKYFAATWFEPLAA. The MHC is HLA-DQA10501-DQB10301 with pseudo-sequence HLA-DQA10501-DQB10301. The binding affinity (normalized) is 0.543. (3) The peptide sequence is INEPTAAAIAYGFDR. The MHC is HLA-DQA10501-DQB10301 with pseudo-sequence HLA-DQA10501-DQB10301. The binding affinity (normalized) is 0.634. (4) The peptide sequence is APYVAWMRATAIQAE. The MHC is HLA-DQA10201-DQB10202 with pseudo-sequence HLA-DQA10201-DQB10202. The binding affinity (normalized) is 0.400. (5) The peptide sequence is YTIDCDGSILGAAVND. The MHC is DRB1_0301 with pseudo-sequence DRB1_0301. The binding affinity (normalized) is 0.666.